This data is from Catalyst prediction with 721,799 reactions and 888 catalyst types from USPTO. The task is: Predict which catalyst facilitates the given reaction. (1) Reactant: FC(F)(F)S(O[C:7]1[CH:15]=[CH:14][C:13]([C:16]2[N:17]([C:32]([O:34][C:35]([CH3:38])([CH3:37])[CH3:36])=[O:33])[C:18]3[C:23]([CH:24]=2)=[CH:22][C:21]([CH2:25][N:26]2[CH2:31][CH2:30][CH2:29][CH2:28][CH2:27]2)=[CH:20][CH:19]=3)=[C:12]2[C:8]=1[CH2:9][NH:10][C:11]2=[O:39])(=O)=O.[C:42](=[O:45])([O-])[O-].[K+].[K+].O. Product: [OH:45][C:42]1[CH:14]=[CH:15][C:7]([C:7]2[CH:15]=[CH:14][C:13]([C:16]3[N:17]([C:32]([O:34][C:35]([CH3:36])([CH3:38])[CH3:37])=[O:33])[C:18]4[C:23]([CH:24]=3)=[CH:22][C:21]([CH2:25][N:26]3[CH2:31][CH2:30][CH2:29][CH2:28][CH2:27]3)=[CH:20][CH:19]=4)=[C:12]3[C:8]=2[CH2:9][NH:10][C:11]3=[O:39])=[CH:8][CH:9]=1. The catalyst class is: 216. (2) Reactant: [C:1]([O:5][C:6]([N:8]1[CH2:15][CH2:14][CH2:13][C@H:9]1[C:10]([OH:12])=O)=[O:7])([CH3:4])([CH3:3])[CH3:2].Cl.[CH3:17][O:18][C:19](=[O:25])[C@@H:20]1[CH2:24][CH2:23][CH2:22][NH:21]1.C(N(CC)C(C)C)(C)C.C1C=C2N=NN(O)C2=CC=1.O.CCN=C=NCCCN(C)C.Cl. Product: [CH3:17][O:18][C:19](=[O:25])[C@@H:20]1[CH2:24][CH2:23][CH2:22][N:21]1[C:10](=[O:12])[C@@H:9]1[CH2:13][CH2:14][CH2:15][N:8]1[C:6]([O:5][C:1]([CH3:2])([CH3:3])[CH3:4])=[O:7]. The catalyst class is: 2. (3) Reactant: C([N:4]1[C:12]2[C:7](=[CH:8][CH:9]=[CH:10][CH:11]=2)[C:6](=[C:13]([O:20][CH2:21][CH3:22])[C:14]2[CH:19]=[CH:18][CH:17]=[CH:16][CH:15]=2)[C:5]1=[O:23])(=O)C.[OH-].[Na+]. Product: [CH2:21]([O:20][C:13](=[C:6]1[C:7]2[C:12](=[CH:11][CH:10]=[CH:9][CH:8]=2)[NH:4][C:5]1=[O:23])[C:14]1[CH:15]=[CH:16][CH:17]=[CH:18][CH:19]=1)[CH3:22]. The catalyst class is: 40. (4) Reactant: C(O)C.Cl[C:5]1[C:10]([Cl:11])=[N:9][CH:8]=[CH:7][N:6]=1.Cl.[CH2:13]([O:15][C:16](=[O:19])[CH2:17][NH2:18])[CH3:14]. Product: [Cl:11][C:10]1[C:5]([NH:18][CH2:17][C:16]([O:15][CH2:13][CH3:14])=[O:19])=[N:6][CH:7]=[CH:8][N:9]=1. The catalyst class is: 66. (5) Reactant: Br[C:2]1[N:7]=[C:6]([Cl:8])[C:5]([NH2:9])=[C:4]([Cl:10])[N:3]=1.[C:11]1(B(O)O)[CH:16]=[CH:15][CH:14]=[CH:13][CH:12]=1.C([O-])([O-])=O.[K+].[K+].O. Product: [Cl:10][C:4]1[C:5]([NH2:9])=[C:6]([Cl:8])[N:7]=[C:2]([C:11]2[CH:16]=[CH:15][CH:14]=[CH:13][CH:12]=2)[N:3]=1. The catalyst class is: 233. (6) Reactant: [C:1]([O:5][C:6]([C:8]1[C:9]([C:14]2[CH:19]=[CH:18][C:17]([CH2:20][N:21]3[C:25]([CH:26]=O)=[C:24]([CH:28]=[CH2:29])[N:23]=[C:22]3[O:30][CH2:31][CH3:32])=[C:16]([F:33])[CH:15]=2)=[CH:10][CH:11]=[CH:12][CH:13]=1)=[O:7])([CH3:4])([CH3:3])[CH3:2].[NH2:34][OH:35].N1C=CC=CC=1. Product: [C:1]([O:5][C:6]([C:8]1[C:9]([C:14]2[CH:19]=[CH:18][C:17]([CH2:20][N:21]3[C:25]([CH:26]=[N:34][OH:35])=[C:24]([CH:28]=[CH2:29])[N:23]=[C:22]3[O:30][CH2:31][CH3:32])=[C:16]([F:33])[CH:15]=2)=[CH:10][CH:11]=[CH:12][CH:13]=1)=[O:7])([CH3:2])([CH3:4])[CH3:3]. The catalyst class is: 6. (7) Reactant: [CH2:1]([C@:8]([NH:29][C:30](=[O:36])[O:31][C:32]([CH3:35])([CH3:34])[CH3:33])([CH3:28])[C:9](=O)[CH2:10][NH:11][C:12](=[O:26])[C:13]1[CH:18]=[C:17]([N:19]([CH3:24])[S:20]([CH3:23])(=[O:22])=[O:21])[N:16]=[C:15]([Cl:25])[CH:14]=1)[C:2]1[CH:7]=[CH:6][CH:5]=[CH:4][CH:3]=1.CC[N+](S(N=C(OC)[O-])(=O)=O)(CC)CC. Product: [Cl:25][C:15]1[CH:14]=[C:13]([C:12]2[O:26][C:9]([C@@:8]([NH:29][C:30](=[O:36])[O:31][C:32]([CH3:33])([CH3:35])[CH3:34])([CH3:28])[CH2:1][C:2]3[CH:7]=[CH:6][CH:5]=[CH:4][CH:3]=3)=[CH:10][N:11]=2)[CH:18]=[C:17]([N:19]([CH3:24])[S:20]([CH3:23])(=[O:21])=[O:22])[N:16]=1. The catalyst class is: 11. (8) Reactant: [H-].C([Al+]CC(C)C)C(C)C.C([O:13][C:14]([CH2:16][CH2:17][C:18]1([OH:29])[CH2:21][N:20]([C:22]([O:24][C:25]([CH3:28])([CH3:27])[CH3:26])=[O:23])[CH2:19]1)=O)C. Product: [OH:29][C:18]1([CH2:17][CH2:16][CH2:14][OH:13])[CH2:21][N:20]([C:22]([O:24][C:25]([CH3:26])([CH3:27])[CH3:28])=[O:23])[CH2:19]1. The catalyst class is: 2.